Regression/Classification. Given a drug SMILES string, predict its absorption, distribution, metabolism, or excretion properties. Task type varies by dataset: regression for continuous measurements (e.g., permeability, clearance, half-life) or binary classification for categorical outcomes (e.g., BBB penetration, CYP inhibition). Dataset: cyp1a2_veith. From a dataset of CYP1A2 inhibition data for predicting drug metabolism from PubChem BioAssay. The molecule is Cc1cnc(CNc2ncncc2-c2ccccc2C(F)(F)F)cn1. The result is 0 (non-inhibitor).